From a dataset of NCI-60 drug combinations with 297,098 pairs across 59 cell lines. Regression. Given two drug SMILES strings and cell line genomic features, predict the synergy score measuring deviation from expected non-interaction effect. (1) Drug 1: CC1=C(C=C(C=C1)C(=O)NC2=CC(=CC(=C2)C(F)(F)F)N3C=C(N=C3)C)NC4=NC=CC(=N4)C5=CN=CC=C5. Drug 2: C1=NNC2=C1C(=O)NC=N2. Cell line: MDA-MB-231. Synergy scores: CSS=-0.795, Synergy_ZIP=0.535, Synergy_Bliss=1.07, Synergy_Loewe=0.874, Synergy_HSA=-0.199. (2) Drug 1: CS(=O)(=O)CCNCC1=CC=C(O1)C2=CC3=C(C=C2)N=CN=C3NC4=CC(=C(C=C4)OCC5=CC(=CC=C5)F)Cl. Drug 2: CN(CCCl)CCCl.Cl. Cell line: SK-MEL-5. Synergy scores: CSS=15.4, Synergy_ZIP=-7.99, Synergy_Bliss=-1.48, Synergy_Loewe=-2.47, Synergy_HSA=0.167. (3) Drug 1: COC1=C(C=C2C(=C1)N=CN=C2NC3=CC(=C(C=C3)F)Cl)OCCCN4CCOCC4. Drug 2: CC1=CC2C(CCC3(C2CCC3(C(=O)C)OC(=O)C)C)C4(C1=CC(=O)CC4)C. Cell line: PC-3. Synergy scores: CSS=34.7, Synergy_ZIP=2.61, Synergy_Bliss=5.59, Synergy_Loewe=-10.4, Synergy_HSA=2.72. (4) Drug 1: CN(CCCl)CCCl.Cl. Drug 2: COC1=C2C(=CC3=C1OC=C3)C=CC(=O)O2. Cell line: M14. Synergy scores: CSS=5.95, Synergy_ZIP=-3.32, Synergy_Bliss=-4.75, Synergy_Loewe=-30.4, Synergy_HSA=-8.16. (5) Cell line: HCT-15. Synergy scores: CSS=65.8, Synergy_ZIP=2.77, Synergy_Bliss=1.01, Synergy_Loewe=-19.8, Synergy_HSA=-1.43. Drug 1: CC1CCC2CC(C(=CC=CC=CC(CC(C(=O)C(C(C(=CC(C(=O)CC(OC(=O)C3CCCCN3C(=O)C(=O)C1(O2)O)C(C)CC4CCC(C(C4)OC)O)C)C)O)OC)C)C)C)OC. Drug 2: C#CCC(CC1=CN=C2C(=N1)C(=NC(=N2)N)N)C3=CC=C(C=C3)C(=O)NC(CCC(=O)O)C(=O)O.